This data is from Forward reaction prediction with 1.9M reactions from USPTO patents (1976-2016). The task is: Predict the product of the given reaction. (1) Given the reactants [CH2:1]([O:8][C:9]1[CH:10]=[C:11]([CH:15]=[CH:16][CH:17]=1)[C:12]([OH:14])=O)[C:2]1[CH:7]=[CH:6][CH:5]=[CH:4][CH:3]=1.S(Cl)(Cl)=O.[NH2:22][C:23]1[CH:28]=[CH:27][CH:26]=[CH:25][C:24]=1[S:29]([NH2:32])(=[O:31])=[O:30].C(=O)(O)[O-].[Na+], predict the reaction product. The product is: [CH2:1]([O:8][C:9]1[CH:10]=[C:11]([CH:15]=[CH:16][CH:17]=1)[C:12]([NH:22][C:23]1[CH:28]=[CH:27][CH:26]=[CH:25][C:24]=1[S:29](=[O:31])(=[O:30])[NH2:32])=[O:14])[C:2]1[CH:3]=[CH:4][CH:5]=[CH:6][CH:7]=1. (2) Given the reactants [Cl:1][C:2]1[N:7]=[N:6][C:5]([NH2:8])=[C:4]([CH:9]([CH3:11])[CH3:10])[CH:3]=1.Br[CH:13]([CH3:17])[C:14](=O)[CH3:15], predict the reaction product. The product is: [Cl:1][C:2]1[CH:3]=[C:4]([CH:9]([CH3:11])[CH3:10])[C:5]2[N:6]([C:13]([CH3:17])=[C:14]([CH3:15])[N:8]=2)[N:7]=1.